Dataset: Forward reaction prediction with 1.9M reactions from USPTO patents (1976-2016). Task: Predict the product of the given reaction. (1) Given the reactants O[C:2]1[C:7]([OH:8])=[CH:6][CH:5]=[CH:4][N:3]=1.[C:9](=[O:12])([O-])[O-].[Cs+].[Cs+].[CH2:15](Br)[C:16]1[CH:21]=[CH:20][CH:19]=[CH:18][CH:17]=1, predict the reaction product. The product is: [CH2:2]([N:3]1[CH:4]=[CH:5][CH:6]=[C:7]([O:8][CH2:15][C:16]2[CH:21]=[CH:20][CH:19]=[CH:18][CH:17]=2)[C:9]1=[O:12])[C:16]1[CH:21]=[CH:20][CH:19]=[CH:18][CH:17]=1. (2) Given the reactants Br[C:2]1[CH:3]=[N:4][C:5]([C:8]2[CH:9]=[C:10]([CH:27]=[CH:28][CH:29]=2)[CH2:11][N:12]2[C:16]3=[N:17][C:18]([C:21]4[CH:22]=[N:23][N:24]([CH3:26])[CH:25]=4)=[CH:19][N:20]=[C:15]3[N:14]=[N:13]2)=[N:6][CH:7]=1.B1(B2OC(C)(C)C(C)(C)O2)OC(C)(C)C(C)(C)[O:31]1.C([O-])(=O)C.[K+].O, predict the reaction product. The product is: [CH3:26][N:24]1[CH:25]=[C:21]([C:18]2[N:17]=[C:16]3[N:12]([CH2:11][C:10]4[CH:9]=[C:8]([C:5]5[N:4]=[CH:3][C:2]([OH:31])=[CH:7][N:6]=5)[CH:29]=[CH:28][CH:27]=4)[N:13]=[N:14][C:15]3=[N:20][CH:19]=2)[CH:22]=[N:23]1. (3) The product is: [C:1]([O:5][C:6]([N:8]1[CH2:13][CH2:12][CH:11]([O:14][CH2:18][C:19]2[O:20][C:21]3[CH:27]=[CH:26][C:25]([S:28][CH3:29])=[CH:24][C:22]=3[CH:23]=2)[CH2:10][CH2:9]1)=[O:7])([CH3:4])([CH3:2])[CH3:3]. Given the reactants [C:1]([O:5][C:6]([N:8]1[CH2:13][CH2:12][CH:11]([OH:14])[CH2:10][CH2:9]1)=[O:7])([CH3:4])([CH3:3])[CH3:2].[H-].[Na+].Br[CH2:18][C:19]1[O:20][C:21]2[CH:27]=[CH:26][C:25]([S:28][CH3:29])=[CH:24][C:22]=2[CH:23]=1, predict the reaction product. (4) Given the reactants C(S([C:6]1[CH:38]=[CH:37][C:9]([CH2:10][NH:11][C:12]([C:14]2[CH:15]=[C:16]3[CH2:22][N:21]([CH2:23][C:24]4[CH:29]=[CH:28][C:27]([C:30]([F:33])([F:32])[F:31])=[CH:26][CH:25]=4)[C@@H:20]([CH:34]([CH3:36])[CH3:35])[C:17]3=[N:18][CH:19]=2)=[O:13])=[CH:8][CH:7]=1)(=O)=O)C.C([C@H]1C2=NC=C(C(NCC3C=CC([C:59]([O:61][CH3:62])=[O:60])=CC=3)=O)C=C2CN1)(C)C, predict the reaction product. The product is: [CH:34]([C@H:20]1[C:17]2=[N:18][CH:19]=[C:14]([C:12]([NH:11][CH2:10][C:9]3[CH:8]=[CH:7][C:6]([C:59]([O:61][CH3:62])=[O:60])=[CH:38][CH:37]=3)=[O:13])[CH:15]=[C:16]2[CH2:22][N:21]1[CH2:23][C:24]1[CH:25]=[CH:26][C:27]([C:30]([F:33])([F:31])[F:32])=[CH:28][CH:29]=1)([CH3:36])[CH3:35]. (5) Given the reactants [F:1][C:2]1[CH:3]=[C:4]2[C:23](=[O:24])[NH:22][CH2:21][CH2:20][C:6]3=[C:7]([C:11]4[CH:16]=[CH:15][C:14]([CH2:17][NH:18][CH3:19])=[CH:13][CH:12]=4)[NH:8][C:9]([CH:10]=1)=[C:5]23.[C:25]([OH:28])(=[O:27])[CH3:26], predict the reaction product. The product is: [C:25]([OH:28])(=[O:27])[CH3:26].[F:1][C:2]1[CH:3]=[C:4]2[C:23](=[O:24])[NH:22][CH2:21][CH2:20][C:6]3=[C:7]([C:11]4[CH:12]=[CH:13][C:14]([CH2:17][NH:18][CH3:19])=[CH:15][CH:16]=4)[NH:8][C:9]([CH:10]=1)=[C:5]23. (6) Given the reactants C(OC([NH:11][C@@H:12]([CH3:22])[C:13](=[O:21])[CH2:14][CH2:15][C:16]([O:18][CH2:19][CH3:20])=[O:17])=O)C1C=CC=CC=1.[ClH:23].C(OCC)(=O)C.[H][H], predict the reaction product. The product is: [ClH:23].[NH2:11][C@@H:12]([CH3:22])[C:13](=[O:21])[CH2:14][CH2:15][C:16]([O:18][CH2:19][CH3:20])=[O:17]. (7) Given the reactants [NH:1]1[CH2:6][CH2:5][CH:4]([CH2:7][OH:8])[CH2:3][CH2:2]1.C([O-])([O-])=O.[K+].[K+].Br[CH2:16][CH2:17][CH2:18][C:19]([O:21][CH2:22][C:23]([Cl:26])([Cl:25])[Cl:24])=[O:20], predict the reaction product. The product is: [Cl:24][C:23]([Cl:25])([Cl:26])[CH2:22][O:21][C:19](=[O:20])[CH2:18][CH2:17][CH2:16][N:1]1[CH2:6][CH2:5][CH:4]([CH2:7][OH:8])[CH2:3][CH2:2]1. (8) Given the reactants Br[C:2]1[CH:16]=[C:15]2[C:5]([C:6](=[O:18])[C:7](=[O:17])[C:8]3[S:13][CH2:12][CH:11]([CH3:14])[O:10][C:9]=32)=[CH:4][CH:3]=1.[NH:19]1[CH2:24][CH2:23][CH2:22][CH2:21][CH2:20]1.C(=O)([O-])[O-].[K+].[K+], predict the reaction product. The product is: [CH3:14][CH:11]1[O:10][C:9]2[C:15]3[C:5]([C:6](=[O:18])[C:7](=[O:17])[C:8]=2[S:13][CH2:12]1)=[CH:4][CH:3]=[C:2]([N:19]1[CH2:24][CH2:23][CH2:22][CH2:21][CH2:20]1)[CH:16]=3. (9) The product is: [CH3:26][O:27][C:28]1[C:29]([CH3:58])=[C:30]([C:49]([O:56][CH3:57])=[C:50]([O:54][CH3:55])[C:51]=1[O:52][CH3:53])[CH2:31][C:32]1[CH:33]=[CH:34][C:35]([O:41][CH2:42][C:43]2[CH:48]=[CH:47][CH:46]=[CH:45][CH:44]=2)=[C:36]([CH:40]=1)[C:37]([NH:7][C:6]1[CH:8]=[CH:9][C:3]([O:2][CH3:1])=[CH:4][CH:5]=1)=[O:38]. Given the reactants [CH3:1][O:2][C:3]1[CH:9]=[CH:8][C:6]([NH2:7])=[CH:5][CH:4]=1.C(N(CC)CC)C.[Cl-].ClC1N(C)CC[NH+]1C.[CH3:26][O:27][C:28]1[C:29]([CH3:58])=[C:30]([C:49]([O:56][CH3:57])=[C:50]([O:54][CH3:55])[C:51]=1[O:52][CH3:53])[CH2:31][C:32]1[CH:33]=[CH:34][C:35]([O:41][CH2:42][C:43]2[CH:48]=[CH:47][CH:46]=[CH:45][CH:44]=2)=[C:36]([CH:40]=1)[C:37](O)=[O:38], predict the reaction product. (10) Given the reactants [CH3:1][O:2][C:3]1[CH:4]=[C:5]([CH:8]=[CH:9][C:10]=1[O:11][CH2:12][CH2:13][O:14][CH3:15])[CH:6]=O.[S:16]1[CH2:22][C:20](=[O:21])[NH:19][C:17]1=[S:18].CC([O-])=O.[Na+].CC(O)=O, predict the reaction product. The product is: [CH3:1][O:2][C:3]1[CH:4]=[C:5]([CH:6]=[C:22]2[S:16][C:17](=[S:18])[NH:19][C:20]2=[O:21])[CH:8]=[CH:9][C:10]=1[O:11][CH2:12][CH2:13][O:14][CH3:15].